From a dataset of M1 muscarinic receptor antagonist screen with 61,756 compounds. Binary Classification. Given a drug SMILES string, predict its activity (active/inactive) in a high-throughput screening assay against a specified biological target. The molecule is S(=O)(=O)(N1CCOCC1)c1cc2nc(SCc3sc4c(n3)cccc4)n(c2cc1)CC. The result is 0 (inactive).